Dataset: Full USPTO retrosynthesis dataset with 1.9M reactions from patents (1976-2016). Task: Predict the reactants needed to synthesize the given product. (1) Given the product [C:1]([O:20][CH2:21][CH:22]([CH2:24][OH:25])[OH:23])(=[O:19])[CH2:2][CH2:3][CH2:4][CH2:5][CH2:6][CH2:7][CH2:8]/[CH:9]=[CH:10]\[CH2:11]/[CH:12]=[CH:13]\[CH2:14][CH2:15][CH2:16][CH2:17][CH3:18].[C:26]([O-:31])(=[O:32])[CH2:27][CH2:28][C:29]([O-:19])=[O:30], predict the reactants needed to synthesize it. The reactants are: [C:1]([O:20][CH2:21][CH:22]([CH2:24][OH:25])[OH:23])(=[O:19])[CH2:2][CH2:3][CH2:4][CH2:5][CH2:6][CH2:7][CH2:8]/[CH:9]=[CH:10]\[CH2:11]/[CH:12]=[CH:13]\[CH2:14][CH2:15][CH2:16][CH2:17][CH3:18].[C:26]1(=[O:32])[O:31][C:29](=[O:30])[CH2:28][CH2:27]1. (2) The reactants are: [F:1][C:2]1[CH:3]=[CH:4][C:5]([C:8]2[CH:12]=[CH:11][N:10]([CH2:13][C@@H:14]([NH:16][C:17](=[O:29])[C:18]3[CH:23]=[CH:22][CH:21]=[CH:20][C:19]=3[N:24]3[N:28]=[CH:27][CH:26]=[N:25]3)[CH3:15])[N:9]=2)=[N:6][CH:7]=1.[H-].[Na+].[CH2:32](I)[CH3:33].O. Given the product [CH2:32]([N:16]([C@@H:14]([CH3:15])[CH2:13][N:10]1[CH:11]=[CH:12][C:8]([C:5]2[CH:4]=[CH:3][C:2]([F:1])=[CH:7][N:6]=2)=[N:9]1)[C:17](=[O:29])[C:18]1[CH:23]=[CH:22][CH:21]=[CH:20][C:19]=1[N:24]1[N:28]=[CH:27][CH:26]=[N:25]1)[CH3:33], predict the reactants needed to synthesize it. (3) Given the product [CH3:36][S:37]([C:12]1[CH:17]=[CH:16][C:15]([C@H:18]([C:29]2[CH:34]=[CH:33][CH:32]=[CH:31][C:30]=2[CH3:35])[CH2:19][C:20]([C:22]2[CH:27]=[CH:26][N:25]=[C:24]([CH3:28])[CH:23]=2)=[O:21])=[CH:14][CH:13]=1)(=[O:39])=[O:38], predict the reactants needed to synthesize it. The reactants are: N1CCC[C@H]1C(O)=O.[OH-].[Na+].Br[C:12]1[CH:17]=[CH:16][C:15]([C@H:18]([C:29]2[CH:34]=[CH:33][CH:32]=[CH:31][C:30]=2[CH3:35])[CH2:19][C:20]([C:22]2[CH:27]=[CH:26][N:25]=[C:24]([CH3:28])[CH:23]=2)=[O:21])=[CH:14][CH:13]=1.[CH3:36][S:37]([O-:39])=[O:38].[Na+]. (4) Given the product [CH3:48][C:44]1([CH3:49])[CH2:45][CH2:46][CH2:47][N:42]([CH2:40][CH2:39][O:10][C:8]2[CH:9]=[CH:4][C:5]([CH2:12][CH2:13][CH2:14][NH:3][C:4]3[CH:9]=[C:8]([O:10][CH3:11])[CH:7]=[CH:6][C:5]=3[C@@H:12]3[CH2:21][CH2:20][C:19]4[CH:18]=[C:17]([OH:22])[CH:16]=[CH:15][C:14]=4[CH2:13]3)=[CH:6][CH:7]=2)[CH2:43]1, predict the reactants needed to synthesize it. The reactants are: C([N:3](C(=O)C1C=CC(O)=CC=1)[C:4]1[CH:9]=[C:8]([O:10][CH3:11])[CH:7]=[CH:6][C:5]=1[C@@H:12]1[CH2:21][CH2:20][C:19]2[CH:18]=[C:17]([O:22]C(=O)C(C)(C)C)[CH:16]=[CH:15][C:14]=2[CH2:13]1)C.Br[CH2:39][C:40]([N:42]1[CH2:47][CH2:46][CH2:45][C:44]([CH3:49])([CH3:48])[CH2:43]1)=O. (5) The reactants are: [NH2:1][C:2]1[N:10]=[CH:9][CH:8]=[CH:7][C:3]=1[C:4]([OH:6])=O.C(O)(=O)C.[CH:15](N)=[NH:16]. Given the product [N:1]1[C:2]2[N:10]=[CH:9][CH:8]=[CH:7][C:3]=2[C:4]([OH:6])=[N:16][CH:15]=1, predict the reactants needed to synthesize it. (6) Given the product [Cl:1][C:2]1[CH:3]=[C:4]([S:21]([NH2:24])(=[O:23])=[O:22])[CH:5]=[N:6][C:7]=1[O:8][CH2:9][C:10]1([F:20])[CH2:19][CH2:18][C:13](=[O:14])[CH2:12][CH2:11]1, predict the reactants needed to synthesize it. The reactants are: [Cl:1][C:2]1[CH:3]=[C:4]([S:21]([NH2:24])(=[O:23])=[O:22])[CH:5]=[N:6][C:7]=1[O:8][CH2:9][C:10]1([F:20])[CH2:19][CH2:18][C:13]2(OCC[O:14]2)[CH2:12][CH2:11]1.C1(C)C=CC(S([O-])(=O)=O)=CC=1.[NH+]1C=CC=CC=1.O. (7) Given the product [C:1]([O:5][C:6]([C:8]([CH2:23][CH2:24][CH2:25][CH2:26][CH2:27][CH3:28])([CH2:16][C:17]([O:19][CH2:20][CH3:21])=[O:18])[C:9]([O:11][C:12]([CH3:13])([CH3:14])[CH3:15])=[O:10])=[O:7])([CH3:4])([CH3:2])[CH3:3], predict the reactants needed to synthesize it. The reactants are: [C:1]([O:5][C:6]([CH:8]([CH2:16][C:17]([O:19][CH2:20][CH3:21])=[O:18])[C:9]([O:11][C:12]([CH3:15])([CH3:14])[CH3:13])=[O:10])=[O:7])([CH3:4])([CH3:3])[CH3:2].I[CH2:23][CH2:24][CH2:25][CH2:26][CH2:27][CH3:28].[H-].[Na+]. (8) Given the product [ClH:32].[C@H:12]12[CH2:14][C@H:9]([NH:8][CH2:13]1)[CH2:10][N:11]2[CH2:15][C:16]1[CH:17]=[CH:18][C:19]([O:22][C:23]2[S:24][C:25]3[CH:31]=[CH:30][CH:29]=[CH:28][C:26]=3[N:27]=2)=[CH:20][CH:21]=1, predict the reactants needed to synthesize it. The reactants are: C(OC([N:8]1[CH2:13][C@@H:12]2[CH2:14][C@H:9]1[CH2:10][N:11]2[CH2:15][C:16]1[CH:21]=[CH:20][C:19]([O:22][C:23]2[S:24][C:25]3[CH:31]=[CH:30][CH:29]=[CH:28][C:26]=3[N:27]=2)=[CH:18][CH:17]=1)=O)(C)(C)C.[ClH:32]. (9) Given the product [CH3:29][N:2]([CH3:1])[CH2:3][CH2:4][N:5]([C:6]1[CH:7]=[CH:8][C:9]([C:12]2[NH:20][C:19]3[C:18](=[O:21])[N:17]([CH2:22][CH2:23][CH3:24])[C:16](=[O:25])[N:15]([CH2:26][CH2:27][CH3:28])[C:14]=3[CH:13]=2)=[CH:10][N:11]=1)[C:38]([NH:37][C:34]1[CH:35]=[CH:36][C:31]([F:30])=[CH:32][CH:33]=1)=[O:39], predict the reactants needed to synthesize it. The reactants are: [CH3:1][N:2]([CH3:29])[CH2:3][CH2:4][NH:5][C:6]1[N:11]=[CH:10][C:9]([C:12]2[NH:20][C:19]3[C:18](=[O:21])[N:17]([CH2:22][CH2:23][CH3:24])[C:16](=[O:25])[N:15]([CH2:26][CH2:27][CH3:28])[C:14]=3[CH:13]=2)=[CH:8][CH:7]=1.[F:30][C:31]1[CH:36]=[CH:35][C:34]([N:37]=[C:38]=[O:39])=[CH:33][CH:32]=1.